The task is: Predict which catalyst facilitates the given reaction.. This data is from Catalyst prediction with 721,799 reactions and 888 catalyst types from USPTO. (1) Reactant: N1C=CC=CC=1.Cl[CH:8]([C:16](=[O:18])[CH3:17])[C:9](=[O:15])[C:10]([O:12][CH2:13][CH3:14])=[O:11].[F:19][C:20]1[CH:25]=[CH:24][C:23]([SH:26])=[CH:22][CH:21]=1. Product: [F:19][C:20]1[CH:25]=[CH:24][C:23]([S:26][CH:8]([C:16](=[O:18])[CH3:17])[C:9](=[O:15])[C:10]([O:12][CH2:13][CH3:14])=[O:11])=[CH:22][CH:21]=1. The catalyst class is: 13. (2) Reactant: N1C=CC=CC=1.Cl.[CH3:8][NH:9][O:10][CH3:11].[CH3:12][N:13]([CH3:23])[C:14]1[CH:22]=[CH:21][C:17]([C:18](Cl)=[O:19])=[CH:16][CH:15]=1.O. Product: [CH3:12][N:13]([CH3:23])[C:14]1[CH:22]=[CH:21][C:17]([C:18]([N:9]([CH3:8])[O:10][CH3:11])=[O:19])=[CH:16][CH:15]=1. The catalyst class is: 4.